From a dataset of Catalyst prediction with 721,799 reactions and 888 catalyst types from USPTO. Predict which catalyst facilitates the given reaction. (1) Reactant: [NH2:1][C:2]1[CH:7]=[CH:6][C:5]([Br:8])=[CH:4][C:3]=1[C:9]([C:11]1[CH:16]=[CH:15][C:14]([CH3:17])=[CH:13][CH:12]=1)=O.[C:18](#[N:20])[CH3:19].[H-].[Na+].O. Product: [Br:8][C:5]1[CH:4]=[C:3]2[C:2](=[CH:7][CH:6]=1)[N:1]=[C:18]([NH2:20])[CH:19]=[C:9]2[C:11]1[CH:16]=[CH:15][C:14]([CH3:17])=[CH:13][CH:12]=1. The catalyst class is: 17. (2) Reactant: C([O:3][C:4](=[O:40])[C:5]1[CH:10]=[CH:9][C:8]([NH:11][C:12](=[O:38])[CH:13]([C:20]2[N:21]([C:31]3[CH:36]=[CH:35][C:34]([Cl:37])=[CH:33][CH:32]=3)[N:22]=[C:23]3[C:28]=2[CH:27]=[C:26]([F:29])[C:25]([F:30])=[CH:24]3)[CH:14]2[CH2:19][CH2:18][CH2:17][CH2:16][CH2:15]2)=[C:7]([F:39])[CH:6]=1)C.[OH-].[Li+]. Product: [Cl:37][C:34]1[CH:33]=[CH:32][C:31]([N:21]2[C:20]([CH:13]([CH:14]3[CH2:15][CH2:16][CH2:17][CH2:18][CH2:19]3)[C:12]([NH:11][C:8]3[CH:9]=[CH:10][C:5]([C:4]([OH:40])=[O:3])=[CH:6][C:7]=3[F:39])=[O:38])=[C:28]3[C:23]([CH:24]=[C:25]([F:30])[C:26]([F:29])=[CH:27]3)=[N:22]2)=[CH:36][CH:35]=1. The catalyst class is: 36. (3) Reactant: Cl.[OH:2][C@H:3]1[CH2:7][NH:6][C@H:5]([C:8]([O:10][CH3:11])=[O:9])[CH2:4]1.[Cl:12][CH2:13][C:14](Cl)=[O:15].C. Product: [Cl:12][CH2:13][C:14]([N:6]1[CH2:7][C@H:3]([OH:2])[CH2:4][C@H:5]1[C:8]([O:10][CH3:11])=[O:9])=[O:15]. The catalyst class is: 48. (4) Reactant: [Br:1][C:2]1[CH:7]=[CH:6][C:5]([CH2:8][C:9]([OH:11])=O)=[CH:4][CH:3]=1.[CH3:12][O:13][C:14]1[CH:15]=[C:16]([CH2:22][CH2:23][NH2:24])[CH:17]=[C:18]([O:20][CH3:21])[CH:19]=1.CCN(CC)CC.C(P(=O)(OCC)OCC)#N. Product: [Br:1][C:2]1[CH:3]=[CH:4][C:5]([CH2:8][C:9]([NH:24][CH2:23][CH2:22][C:16]2[CH:17]=[C:18]([O:20][CH3:21])[CH:19]=[C:14]([O:13][CH3:12])[CH:15]=2)=[O:11])=[CH:6][CH:7]=1. The catalyst class is: 18. (5) Reactant: [CH2:1]([O:3][C:4]([N:6]([CH2:16][C:17]([OH:19])=O)[CH:7]([CH2:10][C:11]1[S:12][CH:13]=[CH:14][CH:15]=1)[CH2:8][CH3:9])=[O:5])[CH3:2].CN(C=O)C.C(Cl)(=O)C(Cl)=O.[Al+3].[Cl-].[Cl-].[Cl-]. Product: [CH2:8]([CH:7]1[CH2:10][C:11]2[S:12][CH:13]=[CH:14][C:15]=2[C:17](=[O:19])[CH2:16][N:6]1[C:4]([O:3][CH2:1][CH3:2])=[O:5])[CH3:9]. The catalyst class is: 2. (6) Reactant: Br[C:2]1[C:6]2[N:7]=[CH:8][N:9]=[C:10]([S:11][CH3:12])[C:5]=2[S:4][CH:3]=1.[F:13][C:14]1[CH:19]=[C:18]([S:20]([CH3:23])(=[O:22])=[O:21])[CH:17]=[CH:16][C:15]=1B1OC(C)(C)C(C)(C)O1.C(=O)([O-])[O-].[Na+].[Na+]. Product: [F:13][C:14]1[CH:19]=[C:18]([S:20]([CH3:23])(=[O:22])=[O:21])[CH:17]=[CH:16][C:15]=1[C:2]1[C:6]2[N:7]=[CH:8][N:9]=[C:10]([S:11][CH3:12])[C:5]=2[S:4][CH:3]=1. The catalyst class is: 203. (7) Reactant: Cl.[CH2:2]([O:4][C:5](=[O:35])[CH:6]([NH:25][C:26]1[CH:31]=[CH:30][C:29]([C:32](=[NH:34])[NH2:33])=[CH:28][CH:27]=1)[C:7]1[CH:12]=[C:11]([O:13][CH2:14][CH3:15])[CH:10]=[C:9]([O:16][CH:17]2[CH2:22][CH2:21][N:20]([CH3:23])[CH2:19][CH2:18]2)[C:8]=1[F:24])[CH3:3].[C:36](O[C:36]([O:38][C:39]([CH3:42])([CH3:41])[CH3:40])=[O:37])([O:38][C:39]([CH3:42])([CH3:41])[CH3:40])=[O:37].O.C(=O)([O-])[O-].[Na+].[Na+]. Product: [CH2:2]([O:4][C:5](=[O:35])[CH:6]([NH:25][C:26]1[CH:31]=[CH:30][C:29]([C:32]([NH:33][C:36]([O:38][C:39]([CH3:42])([CH3:41])[CH3:40])=[O:37])=[NH:34])=[CH:28][CH:27]=1)[C:7]1[CH:12]=[C:11]([O:13][CH2:14][CH3:15])[CH:10]=[C:9]([O:16][CH:17]2[CH2:22][CH2:21][N:20]([CH3:23])[CH2:19][CH2:18]2)[C:8]=1[F:24])[CH3:3]. The catalyst class is: 4. (8) Reactant: [CH3:1][C:2]1([CH3:22])[O:6][C@@H:5]([CH2:7][O:8][C:9]2[C:13]([CH3:14])=[C:12]([NH2:15])[N:11]([C:16]3[CH:21]=[CH:20][CH:19]=[CH:18][CH:17]=3)[N:10]=2)[CH2:4][O:3]1.C(N(C(C)C)C(C)C)C.Cl[C:33](Cl)([O:35]C(=O)OC(Cl)(Cl)Cl)Cl.[CH:44]1([C:48]2[CH:53]=[CH:52][C:51]([CH2:54][O:55][CH3:56])=[CH:50][C:49]=2[CH2:57][NH2:58])[CH2:47][CH2:46][CH2:45]1. Product: [CH:44]1([C:48]2[CH:53]=[CH:52][C:51]([CH2:54][O:55][CH3:56])=[CH:50][C:49]=2[CH2:57][NH:58][C:33]([NH:15][C:12]2[N:11]([C:16]3[CH:21]=[CH:20][CH:19]=[CH:18][CH:17]=3)[N:10]=[C:9]([O:8][CH2:7][C@H:5]3[CH2:4][O:3][C:2]([CH3:22])([CH3:1])[O:6]3)[C:13]=2[CH3:14])=[O:35])[CH2:45][CH2:46][CH2:47]1. The catalyst class is: 2. (9) Reactant: [Br:1][C:2]1[C:11]2[C:6](=[CH:7][CH:8]=[C:9]([C:12]([O:14]C)=[O:13])[CH:10]=2)[N:5]=[CH:4][CH:3]=1.[OH-].[Na+].Cl. Product: [Br:1][C:2]1[C:11]2[C:6](=[CH:7][CH:8]=[C:9]([C:12]([OH:14])=[O:13])[CH:10]=2)[N:5]=[CH:4][CH:3]=1. The catalyst class is: 111.